From a dataset of Experimentally validated miRNA-target interactions with 360,000+ pairs, plus equal number of negative samples. Binary Classification. Given a miRNA mature sequence and a target amino acid sequence, predict their likelihood of interaction. The miRNA is hsa-miR-5690 with sequence UCAGCUACUACCUCUAUUAGG. The protein sequence of the target gene is MPASWTSPQKSSALAPEDHGSSYEGSVSFRDVAIDFSREEWRHLDLSQRNLYRDVMLETYSHLLSVGYQVPKPEVVMLEQGKEPWALQGERPRHSCPGEKLWDHNQHRKIIGYKPASSQDQKIYSGEKSYECAEFGKSFTWKSQFKVHLKVPTGEKLYVCIECGRAFVQKPEFITHQKTHMREKPYKCNECGKSFFQVSSLFRHHRIHTGEKLYECSECGKGFPYNSDLSIHEKIHTGERHHECTDCGKAFTQKSTLKIHQKIHTGERSYICIECGQAFIQKTQLIAHRRIHSGEKPYEC.... Result: 1 (interaction).